This data is from Forward reaction prediction with 1.9M reactions from USPTO patents (1976-2016). The task is: Predict the product of the given reaction. (1) Given the reactants [F:1][C:2]([F:33])([F:32])[C:3]1[CH:4]=[C:5]([C@H:13]2[O:17][C:16](=[O:18])[N:15]([CH2:19][C:20]3[CH:25]=[C:24]([C:26]([F:29])([F:28])[F:27])[CH:23]=[CH:22][C:21]=3I)[C@H:14]2[CH3:31])[CH:6]=[C:7]([C:9]([F:12])([F:11])[F:10])[CH:8]=1.[Cl:34][C:35]1[CH:40]=[CH:39][C:38]([N+:41]([O-:43])=[O:42])=[CH:37][C:36]=1B(O)O.C(=O)([O-])[O-].[Na+].[Na+].C(Cl)Cl, predict the reaction product. The product is: [F:1][C:2]([F:33])([F:32])[C:3]1[CH:4]=[C:5]([C@H:13]2[O:17][C:16](=[O:18])[N:15]([CH2:19][C:20]3[CH:25]=[C:24]([C:26]([F:29])([F:28])[F:27])[CH:23]=[CH:22][C:21]=3[C:36]3[CH:37]=[C:38]([N+:41]([O-:43])=[O:42])[CH:39]=[CH:40][C:35]=3[Cl:34])[C@H:14]2[CH3:31])[CH:6]=[C:7]([C:9]([F:12])([F:11])[F:10])[CH:8]=1. (2) Given the reactants [CH3:1][N:2]([CH3:33])[CH2:3][CH2:4][N:5]1[C:28](=[O:29])[N:8]2[CH:9]([C:22]3[CH:27]=[CH:26][CH:25]=[CH:24][CH:23]=3)[C:10]3[NH:11][C:12]4[C:17]([C:18]=3[CH2:19][C:7]2([CH2:30][CH3:31])[C:6]1=[O:32])=[CH:16][C:15]([O:20][CH3:21])=[CH:14][CH:13]=4.[NH:34]1C=CN=[CH:35]1, predict the reaction product. The product is: [CH2:30]([C:7]12[C:6](=[O:32])[N:5]([CH2:4][CH2:3][N:2]3[CH:1]=[CH:35][N:34]=[CH:33]3)[C:28](=[O:29])[N:8]1[CH:9]([C:22]1[CH:23]=[CH:24][CH:25]=[CH:26][CH:27]=1)[C:10]1[NH:11][C:12]3[C:17]([C:18]=1[CH2:19]2)=[CH:16][C:15]([O:20][CH3:21])=[CH:14][CH:13]=3)[CH3:31]. (3) Given the reactants [C:1]([NH:9][C:10]1[S:11][CH2:12][C@@H:13]2[CH2:19][C@H:18]([C:20]([NH:22][CH2:23][C:24](=O)[CH3:25])=[O:21])[O:17][CH2:16][C@:14]2([C:27]2[CH:32]=[CH:31][C:30]([F:33])=[CH:29][C:28]=2[F:34])[N:15]=1)(=[O:8])[C:2]1[CH:7]=[CH:6][CH:5]=[CH:4][CH:3]=1.FC1C=C(F)C=CC=1[C@]12CO[C@@H](C3OC=C(C)N=3)C[C@H]1CSC(NC(=O)C1C=CC=CC=1)=N2, predict the reaction product. The product is: [F:34][C:28]1[CH:29]=[C:30]([F:33])[CH:31]=[CH:32][C:27]=1[C@:14]12[CH2:16][O:17][C@@H:18]([C:20]3[O:21][C:24]([CH3:25])=[CH:23][N:22]=3)[CH2:19][C@H:13]1[CH2:12][S:11][C:10]([NH:9][C:1](=[O:8])[C:2]1[CH:3]=[CH:4][CH:5]=[CH:6][CH:7]=1)=[N:15]2. (4) Given the reactants Br[CH2:2][CH2:3][CH2:4][C:5]([O:7][CH2:8][CH3:9])=[O:6].[CH:10]1([N:14]2[CH2:20][CH2:19][C:18]3[CH:21]=[C:22]([OH:25])[CH:23]=[CH:24][C:17]=3[CH2:16][CH2:15]2)[CH2:13][CH2:12][CH2:11]1.C(=O)([O-])[O-].[K+].[K+], predict the reaction product. The product is: [CH:10]1([N:14]2[CH2:15][CH2:16][C:17]3[CH:24]=[CH:23][C:22]([O:25][CH2:2][CH2:3][CH2:4][C:5]([O:7][CH2:8][CH3:9])=[O:6])=[CH:21][C:18]=3[CH2:19][CH2:20]2)[CH2:13][CH2:12][CH2:11]1. (5) The product is: [CH:38]1[C:39]2[CH:40]([CH2:42][O:43][C:44](=[O:52])[NH:45][CH2:46][CH2:47][O:48][CH2:49][CH2:50][NH:51][C:11]([C:9]3[CH:8]=[CH:7][C:6]4[N:2]([CH3:1])[C:3]([NH:14][C:15]5[S:16][C:17]6[CH:23]=[C:22]([O:24][C:25]([F:28])([F:26])[F:27])[CH:21]=[CH:20][C:18]=6[N:19]=5)=[N:4][C:5]=4[CH:10]=3)=[O:12])[C:41]3[C:33](=[CH:32][CH:31]=[CH:30][CH:29]=3)[C:34]=2[CH:35]=[CH:36][CH:37]=1. Given the reactants [CH3:1][N:2]1[C:6]2[CH:7]=[CH:8][C:9]([C:11](O)=[O:12])=[CH:10][C:5]=2[N:4]=[C:3]1[NH:14][C:15]1[S:16][C:17]2[CH:23]=[C:22]([O:24][C:25]([F:28])([F:27])[F:26])[CH:21]=[CH:20][C:18]=2[N:19]=1.[CH:29]1[C:41]2[CH:40]([CH2:42][O:43][C:44](=[O:52])[NH:45][CH2:46][CH2:47][O:48][CH2:49][CH2:50][NH2:51])[C:39]3[C:34](=[CH:35][CH:36]=[CH:37][CH:38]=3)[C:33]=2[CH:32]=[CH:31][CH:30]=1.CN(C(ON1N=NC2C=CC=CC1=2)=[N+](C)C)C.F[P-](F)(F)(F)(F)F.CCN(C(C)C)C(C)C, predict the reaction product. (6) Given the reactants C(OC(=O)[NH:10][CH:11]1[C:13]2([CH2:18][CH2:17][N:16]([C:19]3[N:24]=[C:23]([C:25]([F:28])([F:27])[F:26])[CH:22]=[CH:21][N:20]=3)[CH2:15][CH2:14]2)[CH2:12]1)C1C=CC=CC=1.Br, predict the reaction product. The product is: [F:27][C:25]([F:26])([F:28])[C:23]1[CH:22]=[CH:21][N:20]=[C:19]([N:16]2[CH2:17][CH2:18][C:13]3([CH:11]([NH2:10])[CH2:12]3)[CH2:14][CH2:15]2)[N:24]=1.